From a dataset of Reaction yield outcomes from USPTO patents with 853,638 reactions. Predict the reaction yield, written as a fraction of the theoretical maximum amount of product (1.0 means a 100% yield; for example, 0.34 means a 34% yield). (1) The yield is 0.761. No catalyst specified. The reactants are [Cl:1][C:2]1[CH:3]=[C:4]([C:10]2[CH:11]=[C:12]([CH2:21]OS(C)(=O)=O)[C:13](=[O:20])[N:14]([CH2:16][CH:17]([CH3:19])[CH3:18])[N:15]=2)[CH:5]=[CH:6][C:7]=1[O:8][CH3:9].[CH3:27][N:28]1[CH2:33][CH2:32][NH:31][CH2:30][CH2:29]1. The product is [Cl:1][C:2]1[CH:3]=[C:4]([C:10]2[CH:11]=[C:12]([CH2:21][N:31]3[CH2:32][CH2:33][N:28]([CH3:27])[CH2:29][CH2:30]3)[C:13](=[O:20])[N:14]([CH2:16][CH:17]([CH3:18])[CH3:19])[N:15]=2)[CH:5]=[CH:6][C:7]=1[O:8][CH3:9]. (2) The reactants are Br[C:2]1[CH:26]=[CH:25][C:5]([O:6][CH2:7][C@H:8]([OH:24])[CH2:9][NH:10][C:11]([CH3:23])([CH3:22])[CH2:12][CH:13]2[CH2:21][C:20]3[C:15](=[CH:16][CH:17]=[CH:18][CH:19]=3)[CH2:14]2)=[C:4]([F:27])[C:3]=1[F:28].C(#N)CC.CC1C(P(C2C(C)=CC=CC=2)C2C(C)=CC=CC=2)=CC=CC=1.[C:55]([O:59][CH2:60][CH3:61])(=[O:58])[CH:56]=[CH2:57]. The catalyst is CC([O-])=O.CC([O-])=O.[Pd+2].C(N(CC)CC)C. The product is [CH2:60]([O:59][C:55](=[O:58])/[CH:56]=[CH:57]/[C:2]1[CH:26]=[CH:25][C:5]([O:6][CH2:7][C@H:8]([OH:24])[CH2:9][NH:10][C:11]([CH3:23])([CH3:22])[CH2:12][CH:13]2[CH2:21][C:20]3[C:15](=[CH:16][CH:17]=[CH:18][CH:19]=3)[CH2:14]2)=[C:4]([F:27])[C:3]=1[F:28])[CH3:61]. The yield is 0.750. (3) The reactants are [CH3:1][C:2]1[N:7]=[C:6]2[S:8][C:9]3[CH2:14][CH2:13][CH2:12][CH2:11][C:10]=3[C:5]2=[C:4]([C:15]2[CH:16]=[N:17][C:18]([CH3:21])=[CH:19][CH:20]=2)[C:3]=1[CH:22]([O:27][C:28]([CH3:31])([CH3:30])[CH3:29])[C:23]([O:25]C)=[O:24].[OH-].[Na+]. The catalyst is CO. The product is [CH3:1][C:2]1[N:7]=[C:6]2[S:8][C:9]3[CH2:14][CH2:13][CH2:12][CH2:11][C:10]=3[C:5]2=[C:4]([C:15]2[CH:16]=[N:17][C:18]([CH3:21])=[CH:19][CH:20]=2)[C:3]=1[CH:22]([O:27][C:28]([CH3:31])([CH3:30])[CH3:29])[C:23]([OH:25])=[O:24]. The yield is 0.200. (4) The reactants are [CH3:1][O:2][C:3]1[CH:8]=[C:7]([B:9]2[O:13][C:12]([CH3:15])([CH3:14])[C:11]([CH3:17])([CH3:16])[O:10]2)[CH:6]=[CH:5][C:4]=1[NH:18]C(=O)OC(C)(C)C.FC(F)(F)C(O)=O. The catalyst is ClCCl. The product is [CH3:1][O:2][C:3]1[CH:8]=[C:7]([B:9]2[O:13][C:12]([CH3:15])([CH3:14])[C:11]([CH3:17])([CH3:16])[O:10]2)[CH:6]=[CH:5][C:4]=1[NH2:18]. The yield is 0.675. (5) The reactants are [NH2:1][C:2]1[CH:3]=[CH:4][CH:5]=[C:6]2[C:10]=1[NH:9][C:8]([C:11]([O:13][CH2:14][CH3:15])=[O:12])=[CH:7]2.[Cl:16]N1C(=O)CCC1=O.CN(C)C=O. The catalyst is O. The product is [NH2:1][C:2]1[C:3]([Cl:16])=[CH:4][CH:5]=[C:6]2[C:10]=1[NH:9][C:8]([C:11]([O:13][CH2:14][CH3:15])=[O:12])=[CH:7]2. The yield is 0.630. (6) The reactants are C([NH:4][C@:5]1([C:22](NC(C)(C)C)=[O:23])[C@@H:9]([CH2:10][CH2:11][CH2:12][B:13]2[O:17]C(C)(C)C(C)(C)[O:14]2)[CH2:8][NH:7][CH2:6]1)(=O)C.S([O-])([O-])(=O)=O.[Na+].[Na+].[N:36]1[CH:41]=[CH:40][CH:39]=[C:38]([CH:42]=O)[CH:37]=1.C(O[BH-](OC(=O)C)OC(=O)C)(=[O:46])C.[Na+].C(=O)([O-])[O-].[Na+].[Na+]. The catalyst is ClCCCl.C(O)(=O)C. The product is [NH2:4][C@:5]1([C:22]([OH:23])=[O:46])[C@@H:9]([CH2:10][CH2:11][CH2:12][B:13]([OH:14])[OH:17])[CH2:8][N:7]([CH2:42][C:38]2[CH:37]=[N:36][CH:41]=[CH:40][CH:39]=2)[CH2:6]1. The yield is 0.680. (7) The reactants are [C:1]1([C:7]2[CH:8]=[C:9]3[C:13](=[CH:14][CH:15]=2)[NH:12][C:11](=[O:16])[CH2:10]3)[CH:6]=[CH:5][CH:4]=[CH:3][CH:2]=1.[N:17]1([CH2:22][CH2:23][CH2:24][NH:25][C:26]([C:28]2[C:32]([CH3:33])=[C:31]([CH:34]=O)[NH:30][C:29]=2[CH3:36])=[O:27])[CH:21]=[CH:20][N:19]=[CH:18]1. No catalyst specified. The product is [N:17]1([CH2:22][CH2:23][CH2:24][NH:25][C:26]([C:28]2[C:32]([CH3:33])=[C:31]([CH:34]=[C:10]3[C:9]4[C:13](=[CH:14][CH:15]=[C:7]([C:1]5[CH:2]=[CH:3][CH:4]=[CH:5][CH:6]=5)[CH:8]=4)[NH:12][C:11]3=[O:16])[NH:30][C:29]=2[CH3:36])=[O:27])[CH:21]=[CH:20][N:19]=[CH:18]1. The yield is 0.590.